Dataset: Reaction yield outcomes from USPTO patents with 853,638 reactions. Task: Predict the reaction yield, written as a fraction of the theoretical maximum amount of product (1.0 means a 100% yield; for example, 0.34 means a 34% yield). (1) The reactants are [NH2:1][C:2]1[CH:7]=[CH:6][CH:5]=[CH:4][CH:3]=1.[CH2:8]([O:10][C:11](=[O:19])[C:12](=[CH:15]OCC)[C:13]#[N:14])[CH3:9]. The catalyst is N1C=CC=CC=1. The product is [CH2:8]([O:10][C:11](=[O:19])[C:12](=[CH:15][NH:1][C:2]1[CH:7]=[CH:6][CH:5]=[CH:4][CH:3]=1)[C:13]#[N:14])[CH3:9]. The yield is 0.500. (2) The reactants are [Cl:1][C:2]1[N:7]=[C:6]([NH:8][C@H:9]2[CH2:14][CH2:13][CH2:12][CH:11]([OH:15])[CH2:10]2)[C:5]([F:16])=[CH:4][N:3]=1.CC(OI1(OC(C)=O)(OC(C)=O)OC(=O)C2C=CC=CC1=2)=O. The catalyst is C(Cl)Cl. The product is [Cl:1][C:2]1[N:7]=[C:6]([NH:8][C@H:9]2[CH2:14][CH2:13][CH2:12][C:11](=[O:15])[CH2:10]2)[C:5]([F:16])=[CH:4][N:3]=1. The yield is 0.930. (3) The reactants are [C:1]([OH:6])#[C:2][CH2:3][CH2:4][CH3:5].C(Cl)Cl.[C:10](Cl)([C:12]1[CH:17]=[CH:16][CH:15]=[CH:14][CH:13]=1)=[O:11]. The catalyst is CN(C1C=CN=CC=1)C.CCN(CC)CC. The product is [C:10]([O:6][CH2:1][CH2:2][CH2:3][C:4]#[CH:5])(=[O:11])[C:12]1[CH:17]=[CH:16][CH:15]=[CH:14][CH:13]=1. The yield is 0.890. (4) The reactants are C1(P(C2C=CC=CC=2)C2C=CC=CC=2)C=CC=CC=1.N(C(OCC)=O)=NC(OCC)=O.[OH:32][C@@H:33]([CH3:41])[C:34]([O:36][C:37]([CH3:40])([CH3:39])[CH3:38])=[O:35].[NH2:42][C:43]1[N:48]=[CH:47][C:46]([C:49]2[CH:54]=[CH:53][C:52](O)=[C:51]([F:56])[CH:50]=2)=[CH:45][N:44]=1. The catalyst is O1CCCC1. The product is [NH2:42][C:43]1[N:48]=[CH:47][C:46]([C:49]2[CH:54]=[CH:53][C:52]([O:32][CH:33]([CH3:41])[C:34]([O:36][C:37]([CH3:40])([CH3:39])[CH3:38])=[O:35])=[C:51]([F:56])[CH:50]=2)=[CH:45][N:44]=1. The yield is 0.720. (5) The reactants are [OH-].[Na+:2].[CH:3]1[CH:8]=[N:7][CH:6]=[C:5]([CH2:9][C:10]([P:16]([OH:19])([OH:18])=[O:17])([P:12]([OH:15])([OH:14])=[O:13])[OH:11])[CH:4]=1.C(N(CC(O)=O)CC(O)=O)CN(CC(O)=O)CC(O)=O. The catalyst is O.C(O)C. The product is [CH:3]1[CH:8]=[N:7][CH:6]=[C:5]([CH2:9][C:10]([P:12]([O-:14])([OH:15])=[O:13])([P:16]([OH:19])([OH:18])=[O:17])[OH:11])[CH:4]=1.[Na+:2]. The yield is 0.850. (6) The reactants are [CH3:1][O:2][C:3]1[CH:4]=[CH:5][CH:6]=[C:7]2[C:12]=1[C:11](=O)[NH:10][CH2:9][CH2:8]2.C1COCC1.[H-].[H-].[H-].[H-].[Li+].[Al+3].[OH-].[Na+]. The catalyst is O. The product is [CH3:1][O:2][C:3]1[CH:4]=[CH:5][CH:6]=[C:7]2[C:12]=1[CH2:11][NH:10][CH2:9][CH2:8]2. The yield is 0.930.